This data is from Forward reaction prediction with 1.9M reactions from USPTO patents (1976-2016). The task is: Predict the product of the given reaction. (1) Given the reactants [C:1](#[N:3])[CH3:2].[CH3:4][O:5][C:6]1[CH:11]=[CH:10][C:9]([S:12]([N:15]2[C:19]3[CH:20]=[CH:21][C:22]([C:24]4[CH:29]=[CH:28][CH:27]=[CH:26][CH:25]=4)=[CH:23][C:18]=3[N:17]=[C:16]2Cl)(=[O:14])=[O:13])=[CH:8][CH:7]=1.[CH:31]([N:34]([CH:37](C)C)CC)(C)[CH3:32].C(O[CH2:44][CH3:45])(=O)C, predict the reaction product. The product is: [O:13]=[S:12]1(=[O:14])[CH2:9][CH2:2][CH2:1][N:3]1[CH:45]1[CH2:44][CH2:37][N:34]([C:16]2[N:15]([S:12]([C:9]3[CH:10]=[CH:11][C:6]([O:5][CH3:4])=[CH:7][CH:8]=3)(=[O:14])=[O:13])[C:19]3[CH:20]=[CH:21][C:22]([C:24]4[CH:29]=[CH:28][CH:27]=[CH:26][CH:25]=4)=[CH:23][C:18]=3[N:17]=2)[CH2:31][CH2:32]1. (2) Given the reactants [CH3:1][O:2][N:3]=[C:4]([CH2:6][CH2:7][CH2:8][N:9]1[C:21]2[C:20]3[CH:19]=[CH:18][CH:17]=[CH:16][C:15]=3[N:14]=[CH:13][C:12]=2[N:11]=[C:10]1[CH2:22][CH2:23][CH3:24])[CH3:5].CON=CCCCN1C2C3C=CC=CC=3N=CC=2N=C1CCC, predict the reaction product. The product is: [CH3:1][O:2][NH:3][CH:4]([CH3:5])[CH2:6][CH2:7][CH2:8][N:9]1[C:21]2[C:20]3[CH:19]=[CH:18][CH:17]=[CH:16][C:15]=3[N:14]=[CH:13][C:12]=2[N:11]=[C:10]1[CH2:22][CH2:23][CH3:24]. (3) Given the reactants Br[C:2]1[CH:3]=[N:4][CH:5]=[C:6]2[C:11]=1[N:10]=[C:9]([C:12]([NH:14][CH2:15][CH2:16][OH:17])=[O:13])[CH:8]=[CH:7]2.[Cl:18][C:19]1[CH:24]=[CH:23][C:22](B(O)O)=[CH:21][CH:20]=1, predict the reaction product. The product is: [Cl:18][C:19]1[CH:24]=[CH:23][C:22]([C:2]2[CH:3]=[N:4][CH:5]=[C:6]3[C:11]=2[N:10]=[C:9]([C:12]([NH:14][CH2:15][CH2:16][OH:17])=[O:13])[CH:8]=[CH:7]3)=[CH:21][CH:20]=1. (4) Given the reactants Br[CH2:2][CH2:3][NH:4][C:5](=[O:11])[O:6][C:7]([CH3:10])([CH3:9])[CH3:8].[OH:12][C:13]1[CH:14]=[C:15]([CH:18]=[CH:19][C:20]=1[I:21])[C:16]#[N:17].C(=O)([O-])[O-].[K+].[K+].C(OCC)(=O)C, predict the reaction product. The product is: [C:7]([O:6][C:5]([NH:4][CH2:3][CH2:2][O:12][C:13]1[CH:14]=[C:15]([CH:18]=[CH:19][C:20]=1[I:21])[C:16]#[N:17])=[O:11])([CH3:10])([CH3:9])[CH3:8]. (5) Given the reactants Cl[C:2]1[N:3]=[CH:4][C:5]2[CH:10]=[CH:9][N:8]([CH2:11][C:12]3[CH:17]=[CH:16][CH:15]=[CH:14][C:13]=3[N:18]([CH3:23])[S:19]([CH3:22])(=[O:21])=[O:20])[C:6]=2[N:7]=1.[NH2:24][C:25]1[CH:30]=[CH:29][C:28]([N:31]2[CH2:36][CH2:35][N:34]([C:37]([O:39][C:40]([CH3:43])([CH3:42])[CH3:41])=[O:38])[C@H:33]([CH3:44])[CH2:32]2)=[CH:27][CH:26]=1.C([O-])([O-])=O.[K+].[K+].CC(C1C=C(C(C)C)C(C2C=CC=CC=2P(C2CCCCC2)C2CCCCC2)=C(C(C)C)C=1)C, predict the reaction product. The product is: [CH3:44][C@@H:33]1[CH2:32][N:31]([C:28]2[CH:27]=[CH:26][C:25]([NH:24][C:2]3[N:3]=[CH:4][C:5]4[CH:10]=[CH:9][N:8]([CH2:11][C:12]5[CH:17]=[CH:16][CH:15]=[CH:14][C:13]=5[N:18]([CH3:23])[S:19]([CH3:22])(=[O:21])=[O:20])[C:6]=4[N:7]=3)=[CH:30][CH:29]=2)[CH2:36][CH2:35][N:34]1[C:37]([O:39][C:40]([CH3:41])([CH3:43])[CH3:42])=[O:38]. (6) Given the reactants [C:1]([O:8][CH2:9][CH3:10])(=[O:7])[C:2]([O:4]CC)=O.CC[O-].[Na+].[CH:15]1([N:18]([CH2:21][C:22]([O:24][CH2:25][CH3:26])=[O:23])[CH:19]=[O:20])[CH2:17][CH2:16]1.[Na+].[Cl-], predict the reaction product. The product is: [CH:15]1([N:18](/[C:21](=[C:2](\[OH:4])/[C:1]([O:8][CH2:9][CH3:10])=[O:7])/[C:22]([O:24][CH2:25][CH3:26])=[O:23])[CH:19]=[O:20])[CH2:16][CH2:17]1. (7) Given the reactants [CH3:1][C:2]([C:4]([NH:6]CCC[N+](C)(C)C)=[O:5])=C.[Cl-].[C:15]([OH:19])(=O)[CH:16]=C.[C:20]([O-:25])(=O)[C:21](C)=C.[C:26](N)(=O)C=C.S(OOS([O-])(=O)=O)([O-])(=O)=O.[Na+].[Na+].S(=O)(=O)(O)[O-].[Na+].S(=O)(O)[O-].[Na+], predict the reaction product. The product is: [C:4]([NH2:6])(=[O:5])[CH:2]=[CH2:1].[CH3:20][C:15]([CH3:16])=[O:19].[CH3:26][C:20]([CH3:21])=[O:25].